From a dataset of Forward reaction prediction with 1.9M reactions from USPTO patents (1976-2016). Predict the product of the given reaction. (1) Given the reactants [CH3:1][S:2]([C:5]1[CH:30]=[CH:29][C:8]([O:9][C:10]2[CH:11]=[C:12]3[C:16](=[C:17]([O:19][CH:20]4[CH2:25][CH2:24][O:23][CH2:22][CH2:21]4)[CH:18]=2)[NH:15][C:14]([C:26](O)=[O:27])=[CH:13]3)=[CH:7][CH:6]=1)(=[O:4])=[O:3].Cl.C[N:33](C)CCCN=C=NCC.[NH4+].ON1C2C=CC=CC=2N=N1.CN(C)C=O, predict the reaction product. The product is: [CH3:1][S:2]([C:5]1[CH:30]=[CH:29][C:8]([O:9][C:10]2[CH:11]=[C:12]3[C:16](=[C:17]([O:19][CH:20]4[CH2:21][CH2:22][O:23][CH2:24][CH2:25]4)[CH:18]=2)[NH:15][C:14]([C:26]([NH2:33])=[O:27])=[CH:13]3)=[CH:7][CH:6]=1)(=[O:4])=[O:3]. (2) Given the reactants [CH2:1]([C:8]1[CH:9]=[N:10][C:11]2[C:16]([C:17]=1[C:18]1[CH:19]=[C:20]([NH2:24])[CH:21]=[CH:22][CH:23]=1)=[CH:15][CH:14]=[CH:13][C:12]=2[C:25]([F:28])([F:27])[F:26])[C:2]1[CH:7]=[CH:6][CH:5]=[CH:4][CH:3]=1.[S:29]1[CH:33]=[CH:32][C:31]([CH:34]=O)=[CH:30]1, predict the reaction product. The product is: [CH2:1]([C:8]1[CH:9]=[N:10][C:11]2[C:16]([C:17]=1[C:18]1[CH:19]=[C:20]([NH:24][CH2:34][C:31]3[CH:32]=[CH:33][S:29][CH:30]=3)[CH:21]=[CH:22][CH:23]=1)=[CH:15][CH:14]=[CH:13][C:12]=2[C:25]([F:28])([F:26])[F:27])[C:2]1[CH:3]=[CH:4][CH:5]=[CH:6][CH:7]=1.